Dataset: NCI-60 drug combinations with 297,098 pairs across 59 cell lines. Task: Regression. Given two drug SMILES strings and cell line genomic features, predict the synergy score measuring deviation from expected non-interaction effect. (1) Drug 1: CCCS(=O)(=O)NC1=C(C(=C(C=C1)F)C(=O)C2=CNC3=C2C=C(C=N3)C4=CC=C(C=C4)Cl)F. Drug 2: C1=CC(=CC=C1C#N)C(C2=CC=C(C=C2)C#N)N3C=NC=N3. Cell line: HOP-62. Synergy scores: CSS=0.0285, Synergy_ZIP=-0.0714, Synergy_Bliss=-1.96, Synergy_Loewe=-3.40, Synergy_HSA=-3.96. (2) Drug 1: CN1CCC(CC1)COC2=C(C=C3C(=C2)N=CN=C3NC4=C(C=C(C=C4)Br)F)OC. Drug 2: C1=C(C(=O)NC(=O)N1)N(CCCl)CCCl. Cell line: MCF7. Synergy scores: CSS=29.8, Synergy_ZIP=-2.44, Synergy_Bliss=4.36, Synergy_Loewe=3.83, Synergy_HSA=6.09. (3) Drug 1: CC(CN1CC(=O)NC(=O)C1)N2CC(=O)NC(=O)C2. Drug 2: CC1OCC2C(O1)C(C(C(O2)OC3C4COC(=O)C4C(C5=CC6=C(C=C35)OCO6)C7=CC(=C(C(=C7)OC)O)OC)O)O. Synergy scores: CSS=58.3, Synergy_ZIP=0.302, Synergy_Bliss=2.25, Synergy_Loewe=-17.3, Synergy_HSA=5.76. Cell line: NCIH23.